The task is: Regression. Given a peptide amino acid sequence and an MHC pseudo amino acid sequence, predict their binding affinity value. This is MHC class I binding data.. This data is from Peptide-MHC class I binding affinity with 185,985 pairs from IEDB/IMGT. The MHC is HLA-A02:06 with pseudo-sequence HLA-A02:06. The binding affinity (normalized) is 0.517. The peptide sequence is ALMTLDDLA.